This data is from Forward reaction prediction with 1.9M reactions from USPTO patents (1976-2016). The task is: Predict the product of the given reaction. (1) Given the reactants Br[C:2]1[CH:3]=[CH:4][C:5]2[N:6]([N:8]=[CH:9][N:10]=2)[CH:7]=1.[CH3:11][Si:12]([C:15]#[CH:16])([CH3:14])[CH3:13].C(NC(C)C)(C)C, predict the reaction product. The product is: [CH3:11][Si:12]([C:15]#[C:16][C:2]1[CH:3]=[CH:4][C:5]2[N:6]([N:8]=[CH:9][N:10]=2)[CH:7]=1)([CH3:14])[CH3:13]. (2) The product is: [C:22]([C:26]1[O:30][N:29]=[C:28]([NH:31][C:32]([NH:1][C:2]2[CH:21]=[CH:20][CH:19]=[C:4]([O:5][C:6]3[C:15]4[C:10](=[CH:11][C:12]([O:17][CH3:18])=[C:13]([OH:16])[CH:14]=4)[N:9]=[CH:8][N:7]=3)[CH:3]=2)=[O:33])[CH:27]=1)([CH3:25])([CH3:23])[CH3:24]. Given the reactants [NH2:1][C:2]1[CH:3]=[C:4]([CH:19]=[CH:20][CH:21]=1)[O:5][C:6]1[C:15]2[C:10](=[CH:11][C:12]([O:17][CH3:18])=[C:13]([OH:16])[CH:14]=2)[N:9]=[CH:8][N:7]=1.[C:22]([C:26]1[O:30][N:29]=[C:28]([NH:31][C:32](=O)[O:33]C2C=CC=CC=2)[CH:27]=1)([CH3:25])([CH3:24])[CH3:23], predict the reaction product. (3) Given the reactants [CH2:1]([N:3](C)[C:4]1[CH:9]=[CH:8][CH:7]=[CH:6][CH:5]=1)C.[C-:11]#[N:12].[Na+].O=O.C(=O)(O)[O-].[Na+].CO.[C:23](O)(=O)[CH3:24], predict the reaction product. The product is: [CH3:1][N:3]([CH:23]([CH3:24])[C:11]#[N:12])[C:4]1[CH:9]=[CH:8][CH:7]=[CH:6][CH:5]=1. (4) Given the reactants C([O:5][P:6]([CH:13]([OH:24])[C:14]1[CH:15]=[N:16][C:17]2[C:22]([CH:23]=1)=[CH:21][CH:20]=[CH:19][CH:18]=2)(=[O:12])[O:7]C(C)(C)C)(C)(C)C, predict the reaction product. The product is: [OH:24][CH:13]([P:6](=[O:5])([OH:7])[OH:12])[C:14]1[CH:15]=[N:16][C:17]2[C:22]([CH:23]=1)=[CH:21][CH:20]=[CH:19][CH:18]=2. (5) Given the reactants [CH3:1][N:2]([CH2:14][C:15]1[CH:20]=[CH:19][C:18]([CH2:21][OH:22])=[CH:17][CH:16]=1)[C:3]1[S:4][CH:5]=[C:6]([C:8]2[CH:13]=[CH:12][CH:11]=[CH:10][CH:9]=2)[N:7]=1, predict the reaction product. The product is: [CH3:1][N:2]([CH2:14][C:15]1[CH:16]=[CH:17][C:18]([CH:21]=[O:22])=[CH:19][CH:20]=1)[C:3]1[S:4][CH:5]=[C:6]([C:8]2[CH:9]=[CH:10][CH:11]=[CH:12][CH:13]=2)[N:7]=1. (6) Given the reactants [CH:1]1([CH2:7][NH:8][CH2:9][C:10]2[CH:11]=[C:12]([C:16]3[CH:27]=[CH:26][C:19]4[N:20](C([O-])=O)[CH:21]=[N:22][C:18]=4[CH:17]=3)[CH:13]=[CH:14][CH:15]=2)[CH2:6][CH2:5][CH2:4][CH2:3][CH2:2]1.[ClH:28], predict the reaction product. The product is: [ClH:28].[NH:20]1[C:19]2[CH:26]=[CH:27][C:16]([C:12]3[CH:11]=[C:10]([CH2:9][NH:8][CH2:7][CH:1]4[CH2:6][CH2:5][CH2:4][CH2:3][CH2:2]4)[CH:15]=[CH:14][CH:13]=3)=[CH:17][C:18]=2[N:22]=[CH:21]1. (7) Given the reactants C(=O)([O-])[O-].[Na+].[Na+].[I:7][C:8]1[CH:13]=[CH:12][C:11]([S:14](Cl)(=[O:16])=[O:15])=[CH:10][CH:9]=1.[OH-].[Na+].OS(O)(=O)=O, predict the reaction product. The product is: [I:7][C:8]1[CH:13]=[CH:12][C:11]([S:14]([OH:16])=[O:15])=[CH:10][CH:9]=1. (8) Given the reactants [CH3:1][C:2]1[N:7]=[CH:6][C:5]([C:8]2[S:12][C:11]([C:13]([O:15]C(C)(C)C)=[O:14])=[N:10][CH:9]=2)=[CH:4][N:3]=1.[C:20]([OH:26])([C:22]([F:25])([F:24])[F:23])=[O:21], predict the reaction product. The product is: [CH3:1][C:2]1[N:7]=[CH:6][C:5]([C:8]2[S:12][C:11]([C:13]([OH:15])=[O:14])=[N:10][CH:9]=2)=[CH:4][N:3]=1.[C:20]([OH:26])([C:22]([F:25])([F:24])[F:23])=[O:21]. (9) The product is: [Cl:1][C:2]1[CH:7]=[CH:6][C:5]([C:8]2[N:12]([CH2:13][C:14]3[CH:21]=[CH:20][C:17]([C:18]#[N:19])=[CH:16][C:15]=3[F:22])[C:11]3[CH:23]=[C:24]([F:28])[C:25]([F:27])=[CH:26][C:10]=3[N:9]=2)=[C:4]([O:29][CH2:31][CH:32]2[CH2:36][CH2:35][CH2:34][CH2:33]2)[CH:3]=1. Given the reactants [Cl:1][C:2]1[CH:7]=[CH:6][C:5]([C:8]2[N:12]([CH2:13][C:14]3[CH:21]=[CH:20][C:17]([C:18]#[N:19])=[CH:16][C:15]=3[F:22])[C:11]3[CH:23]=[C:24]([F:28])[C:25]([F:27])=[CH:26][C:10]=3[N:9]=2)=[C:4]([OH:29])[CH:3]=1.Br[CH2:31][CH:32]1[CH2:36][CH2:35][CH2:34][CH2:33]1, predict the reaction product.